From a dataset of Reaction yield outcomes from USPTO patents with 853,638 reactions. Predict the reaction yield, written as a fraction of the theoretical maximum amount of product (1.0 means a 100% yield; for example, 0.34 means a 34% yield). The reactants are C(OC([NH:8][CH2:9][C@H:10]([N:15]1[CH2:20][CH2:19][N:18]([C:21]([O:23][CH2:24][C:25]2[CH:30]=[CH:29][CH:28]=[CH:27][CH:26]=2)=[O:22])[CH2:17][CH2:16]1)[C:11]([O:13][CH3:14])=[O:12])=O)(C)(C)C.[ClH:31].CO. The catalyst is C(O)(C)C. The product is [ClH:31].[ClH:31].[NH2:8][CH2:9][CH:10]([N:15]1[CH2:16][CH2:17][N:18]([C:21]([O:23][CH2:24][C:25]2[CH:30]=[CH:29][CH:28]=[CH:27][CH:26]=2)=[O:22])[CH2:19][CH2:20]1)[C:11]([O:13][CH3:14])=[O:12]. The yield is 0.900.